From a dataset of Full USPTO retrosynthesis dataset with 1.9M reactions from patents (1976-2016). Predict the reactants needed to synthesize the given product. Given the product [Cl:1][C:2]1[CH:31]=[CH:30][C:5]([CH2:6][NH:7][C:8]([C:10]2[C:19](=[O:20])[C:18]3[C:13](=[C:14]([C:36]#[C:35][CH2:34][CH2:41][OH:42])[CH:15]=[C:16]([CH2:21][N:22]4[CH2:27][CH2:26][O:25][CH2:24][CH2:23]4)[CH:17]=3)[N:12]([CH3:29])[CH:11]=2)=[O:9])=[CH:4][CH:3]=1, predict the reactants needed to synthesize it. The reactants are: [Cl:1][C:2]1[CH:31]=[CH:30][C:5]([CH2:6][NH:7][C:8]([C:10]2[C:19](=[O:20])[C:18]3[C:13](=[C:14](I)[CH:15]=[C:16]([CH2:21][N:22]4[CH2:27][CH2:26][O:25][CH2:24][CH2:23]4)[CH:17]=3)[N:12]([CH3:29])[CH:11]=2)=[O:9])=[CH:4][CH:3]=1.CN(C)[CH2:34][C:35]#[CH:36].CN([CH:41]=[O:42])C.